Regression. Given two drug SMILES strings and cell line genomic features, predict the synergy score measuring deviation from expected non-interaction effect. From a dataset of NCI-60 drug combinations with 297,098 pairs across 59 cell lines. Drug 1: CC1=C(C=C(C=C1)NC2=NC=CC(=N2)N(C)C3=CC4=NN(C(=C4C=C3)C)C)S(=O)(=O)N.Cl. Drug 2: C1=CN(C(=O)N=C1N)C2C(C(C(O2)CO)O)O.Cl. Cell line: HS 578T. Synergy scores: CSS=11.8, Synergy_ZIP=-3.57, Synergy_Bliss=-1.31, Synergy_Loewe=-23.6, Synergy_HSA=-3.58.